Dataset: Full USPTO retrosynthesis dataset with 1.9M reactions from patents (1976-2016). Task: Predict the reactants needed to synthesize the given product. (1) Given the product [ClH:43].[CH:33]1([N:32]2[C:27]3[C:26](=[O:40])[NH:25][C:24]([C:21]4[CH:22]=[CH:23][C:18]([S:15]([NH:14][CH:11]5[CH2:12][CH2:13][NH:8][CH2:9][CH2:10]5)(=[O:17])=[O:16])=[CH:19][C:20]=4[O:41][CH3:42])=[N:29][C:28]=3[C:30]([CH3:39])=[N:31]2)[CH2:34][CH2:35][CH2:36][CH2:37][CH2:38]1, predict the reactants needed to synthesize it. The reactants are: C([N:8]1[CH2:13][CH2:12][CH:11]([NH:14][S:15]([C:18]2[CH:23]=[CH:22][C:21]([C:24]3[NH:25][C:26](=[O:40])[C:27]4[N:32]([CH:33]5[CH2:38][CH2:37][CH2:36][CH2:35][CH2:34]5)[N:31]=[C:30]([CH3:39])[C:28]=4[N:29]=3)=[C:20]([O:41][CH3:42])[CH:19]=2)(=[O:17])=[O:16])[CH2:10][CH2:9]1)C1C=CC=CC=1.[Cl:43]C(OC(Cl)C)=O. (2) Given the product [C:6]([OH:5])(=[O:31])/[CH:39]=[CH:33]/[C:32]([OH:35])=[O:34].[F:21][C:16]1[CH:17]=[N:18][CH:19]=[CH:20][C:15]=1[C:13]1[N:12]([S:22]([C:25]2[CH:26]=[N:27][CH:28]=[CH:29][CH:30]=2)(=[O:24])=[O:23])[CH:11]=[C:10]([CH2:9][NH:7][CH3:6])[CH:14]=1, predict the reactants needed to synthesize it. The reactants are: C([O:5][C:6](=[O:31])[N:7]([CH2:9][C:10]1[CH:14]=[C:13]([C:15]2[CH:20]=[CH:19][N:18]=[CH:17][C:16]=2[F:21])[N:12]([S:22]([C:25]2[CH:26]=[N:27][CH:28]=[CH:29][CH:30]=2)(=[O:24])=[O:23])[CH:11]=1)C)(C)(C)C.[C:32]([O:35]CC)(=[O:34])[CH3:33].Cl.[CH3:39]O. (3) The reactants are: C[O:2][C:3]1[C:8]([O:9]C)=[CH:7][C:6]([C:11]#[C:12][C:13]2[CH:18]=[CH:17][CH:16]=[CH:15][C:14]=2[CH3:19])=[CH:5][N:4]=1.IC1C=CC=C(C)C=1. Given the product [OH:9][C:8]1[C:3](=[O:2])[NH:4][CH:5]=[C:6]([CH2:11][CH2:12][C:13]2[CH:18]=[CH:17][CH:16]=[CH:15][C:14]=2[CH3:19])[CH:7]=1, predict the reactants needed to synthesize it. (4) The reactants are: C[O:2][C:3](=O)[CH2:4][CH2:5][CH2:6][CH2:7][CH2:8][S:9]([C:11]1[CH:16]=[CH:15][C:14]([C:17]2[CH:22]=[CH:21][C:20]([Cl:23])=[CH:19][CH:18]=2)=[CH:13][CH:12]=1)=[O:10].[NH2:25][OH:26].[OH-].[K+].CO. Given the product [OH:26][NH:25][C:3](=[O:2])[CH2:4][CH2:5][CH2:6][CH2:7][CH2:8][S:9]([C:11]1[CH:16]=[CH:15][C:14]([C:17]2[CH:22]=[CH:21][C:20]([Cl:23])=[CH:19][CH:18]=2)=[CH:13][CH:12]=1)=[O:10], predict the reactants needed to synthesize it. (5) Given the product [NH2:35][C:33]1[N:32]([CH3:31])[C:24](=[O:27])[C:10]([C:7]2[CH:8]=[CH:9][C:4]([O:3][CH:2]([F:1])[F:23])=[C:5]([CH2:20][CH2:21][F:22])[CH:6]=2)([C:11]2[CH:13]=[CH:18][CH:17]=[CH:16][CH:15]=2)[N:34]=1, predict the reactants needed to synthesize it. The reactants are: [F:1][CH:2]([F:23])[O:3][C:4]1[CH:9]=[CH:8][C:7]([C:10](=O)[C:11]([C:13]2[CH:18]=[CH:17][CH:16]=[CH:15]C=2)=O)=[CH:6][C:5]=1[CH2:20][CH2:21][F:22].[C:24](=[O:27])([O-])[O-].[Na+].[Na+].Cl.[CH3:31][NH:32][C:33]([NH2:35])=[NH:34]. (6) Given the product [CH3:16][C:13]1([N:42]2[CH2:47][CH2:46][O:45][CH2:44][CH2:43]2)[CH2:14][C:15]2[N:7]([CH2:6][O:5][CH2:4][CH2:3][Si:2]([CH3:33])([CH3:32])[CH3:1])[N:8]=[C:9]([C:29]([OH:31])=[O:30])[C:10]=2[CH2:11][CH2:12]1, predict the reactants needed to synthesize it. The reactants are: [CH3:1][Si:2]([CH3:33])([CH3:32])[CH2:3][CH2:4][O:5][CH2:6][N:7]1[C:15]2[CH2:14][CH:13]([C:16]3C=NN(COCC[Si](C)(C)C)C=3)[CH2:12][CH2:11][C:10]=2[C:9]([C:29]([OH:31])=[O:30])=[N:8]1.CC1([N:42]2[CH2:47][CH2:46][O:45][CH2:44][CH2:43]2)CCC(=O)CC1. (7) Given the product [F:2][C:3]1[CH:4]=[C:5]([C@H:14]([NH:15][C:37]([C:32]2[CH:33]=[CH:34][C:35](=[O:36])[N:30]([CH2:29][C:28]([O:27][C:23]([CH3:25])([CH3:24])[CH3:26])=[O:40])[CH:31]=2)=[O:38])[C:16]2[C:21]([F:22])=[CH:20][CH:19]=[CH:18][N:17]=2)[CH:6]=[CH:7][C:8]=1[O:9][C:10]([F:13])([F:12])[F:11], predict the reactants needed to synthesize it. The reactants are: Cl.[F:2][C:3]1[CH:4]=[C:5]([C@@H:14]([C:16]2[C:21]([F:22])=[CH:20][CH:19]=[CH:18][N:17]=2)[NH2:15])[CH:6]=[CH:7][C:8]=1[O:9][C:10]([F:13])([F:12])[F:11].[C:23]([O:27][C:28](=[O:40])[CH2:29][N:30]1[C:35](=[O:36])[CH:34]=[CH:33][C:32]([C:37](O)=[O:38])=[CH:31]1)([CH3:26])([CH3:25])[CH3:24].CN(C(ON1N=NC2C=CC=NC1=2)=[N+](C)C)C.F[P-](F)(F)(F)(F)F. (8) Given the product [Cl:21][C:19]1[CH:18]=[CH:17][C:15]2=[N:16][N:12]([C:7]3[CH:8]=[C:9]([CH3:11])[CH:10]=[CH:5][C:6]=3[OH:22])[N:13]=[C:14]2[CH:20]=1, predict the reactants needed to synthesize it. The reactants are: C([C:5]1[CH:10]=[C:9]([CH3:11])[CH:8]=[C:7]([N:12]2[N:16]=[C:15]3[CH:17]=[CH:18][C:19]([Cl:21])=[CH:20][C:14]3=[N:13]2)[C:6]=1[OH:22])(C)(C)C.C1(C)C=CC=CC=1. (9) Given the product [Cl:9][C:6]1[C:7]([CH3:8])=[C:2]([C:34]2[CH:33]=[C:32]([C:45]([O:47][CH2:48][C:49]3[CH:54]=[CH:53][CH:52]=[CH:51][CH:50]=3)=[O:46])[N:31]([CH3:30])[CH:35]=2)[C:3]([O:28][CH3:29])=[C:4]([CH:10]([NH:12][C:13]2[N:21]=[CH:20][N:19]=[C:18]3[C:14]=2[N:15]=[CH:16][N:17]3[CH:22]2[CH2:27][CH2:26][CH2:25][CH2:24][O:23]2)[CH3:11])[CH:5]=1, predict the reactants needed to synthesize it. The reactants are: Br[C:2]1[C:3]([O:28][CH3:29])=[C:4]([CH:10]([NH:12][C:13]2[N:21]=[CH:20][N:19]=[C:18]3[C:14]=2[N:15]=[CH:16][N:17]3[CH:22]2[CH2:27][CH2:26][CH2:25][CH2:24][O:23]2)[CH3:11])[CH:5]=[C:6]([Cl:9])[C:7]=1[CH3:8].[CH3:30][N:31]1[CH:35]=[C:34](B2OC(C)(C)C(C)(C)O2)[CH:33]=[C:32]1[C:45]([O:47][CH2:48][C:49]1[CH:54]=[CH:53][CH:52]=[CH:51][CH:50]=1)=[O:46].C(=O)([O-])[O-].[Na+].[Na+].O1CCOCC1. (10) Given the product [CH2:11]([O:13][C:14](=[O:33])[C:15]([OH:32])([C:28]([F:29])([F:30])[F:31])[CH2:16][C:17]([C:20]1[CH:25]=[C:24]([F:26])[CH:23]=[CH:22][C:21]=1[O:27][CH2:9][CH:8]=[CH2:7])([CH3:19])[CH3:18])[CH3:12], predict the reactants needed to synthesize it. The reactants are: C(=O)([O-])[O-].[K+].[K+].[CH2:7](Br)[CH:8]=[CH2:9].[CH2:11]([O:13][C:14](=[O:33])[C:15]([OH:32])([C:28]([F:31])([F:30])[F:29])[CH2:16][C:17]([C:20]1[CH:25]=[C:24]([F:26])[CH:23]=[CH:22][C:21]=1[OH:27])([CH3:19])[CH3:18])[CH3:12].